From a dataset of NCI-60 drug combinations with 297,098 pairs across 59 cell lines. Regression. Given two drug SMILES strings and cell line genomic features, predict the synergy score measuring deviation from expected non-interaction effect. (1) Drug 1: CC1OCC2C(O1)C(C(C(O2)OC3C4COC(=O)C4C(C5=CC6=C(C=C35)OCO6)C7=CC(=C(C(=C7)OC)O)OC)O)O. Drug 2: CC1=C(C(=CC=C1)Cl)NC(=O)C2=CN=C(S2)NC3=CC(=NC(=N3)C)N4CCN(CC4)CCO. Cell line: HCC-2998. Synergy scores: CSS=12.9, Synergy_ZIP=0.681, Synergy_Bliss=3.60, Synergy_Loewe=-0.605, Synergy_HSA=0.194. (2) Drug 1: C1=CC(=CC=C1CCCC(=O)O)N(CCCl)CCCl. Drug 2: CCN(CC)CCNC(=O)C1=C(NC(=C1C)C=C2C3=C(C=CC(=C3)F)NC2=O)C. Cell line: RXF 393. Synergy scores: CSS=6.95, Synergy_ZIP=-5.37, Synergy_Bliss=-5.61, Synergy_Loewe=-6.81, Synergy_HSA=-6.64. (3) Synergy scores: CSS=2.78, Synergy_ZIP=-0.563, Synergy_Bliss=1.11, Synergy_Loewe=-0.497, Synergy_HSA=-0.604. Drug 2: CC1=CC=C(C=C1)C2=CC(=NN2C3=CC=C(C=C3)S(=O)(=O)N)C(F)(F)F. Cell line: SF-268. Drug 1: C1CCN(CC1)CCOC2=CC=C(C=C2)C(=O)C3=C(SC4=C3C=CC(=C4)O)C5=CC=C(C=C5)O. (4) Drug 1: CC(C1=C(C=CC(=C1Cl)F)Cl)OC2=C(N=CC(=C2)C3=CN(N=C3)C4CCNCC4)N. Drug 2: C1=NC(=NC(=O)N1C2C(C(C(O2)CO)O)O)N. Cell line: SF-539. Synergy scores: CSS=2.87, Synergy_ZIP=-0.756, Synergy_Bliss=0.610, Synergy_Loewe=0.0254, Synergy_HSA=-0.167. (5) Drug 1: C1CC(=O)NC(=O)C1N2CC3=C(C2=O)C=CC=C3N. Drug 2: CC12CCC3C(C1CCC2=O)CC(=C)C4=CC(=O)C=CC34C. Cell line: OVCAR-5. Synergy scores: CSS=27.2, Synergy_ZIP=0.513, Synergy_Bliss=3.40, Synergy_Loewe=5.42, Synergy_HSA=5.42. (6) Drug 1: COC1=C(C=C2C(=C1)N=CN=C2NC3=CC(=C(C=C3)F)Cl)OCCCN4CCOCC4. Drug 2: C1C(C(OC1N2C=NC3=C(N=C(N=C32)Cl)N)CO)O. Cell line: K-562. Synergy scores: CSS=5.69, Synergy_ZIP=-2.88, Synergy_Bliss=0.455, Synergy_Loewe=0.319, Synergy_HSA=1.51. (7) Drug 1: C1CC(=O)NC(=O)C1N2CC3=C(C2=O)C=CC=C3N. Drug 2: CC(C)CN1C=NC2=C1C3=CC=CC=C3N=C2N. Cell line: EKVX. Synergy scores: CSS=3.00, Synergy_ZIP=-1.08, Synergy_Bliss=-0.876, Synergy_Loewe=-0.550, Synergy_HSA=-1.61.